From a dataset of Experimentally validated miRNA-target interactions with 360,000+ pairs, plus equal number of negative samples. Binary Classification. Given a miRNA mature sequence and a target amino acid sequence, predict their likelihood of interaction. (1) Result: 1 (interaction). The protein sequence of the target gene is MSGAALGLEIVFVFFLALFLLHRYGDFKKQHRLVIIGTLLAWYLCFLIVFILPLDVSTTIYNRCKHAAANSSPPENSNITGLYATANPVPSQHPCFKPWSYIPDGIMPIFWRVVYWTSQFLTWILLPFMQSYARSGGFSITGKIKTALIENAIYYGTYLLIFGAFLIYVAVNPHLHLEWNQLQTIGIAAANTWGLFLLVLLLGYGLVEIPRSYWNGAKRGYLLMKTYFKAAKLMTEKADAEENLEDAMEEVRKVNESIKYNHPLRKCVDTILKKCPTEYQEKMGRNMDDYEDFDEKHSIY.... The miRNA is hsa-miR-129-5p with sequence CUUUUUGCGGUCUGGGCUUGC. (2) The protein sequence of the target gene is MLVLFETSVGYAIFKVLNEKKLQEVDSLWKEFETPEKANKIVKLKHFEKFQDTAEALAAFTALMEGKINKQLKKVLKKIVKEAHEPLAVADAKLGGVIKEKLNLSCIHSPVVNELMRGIRSQMDGLIPGVEPREMAAMCLGLAHSLSRYRLKFSADKVDTMIVQAISLLDDLDKELNNYIMRCREWYGWHFPELGKIISDNLTYCKCLQKVGDRKNYASAKLSELLPEEVEAEVKAAAEISMGTEVSEEDICNILHLCTQVIEISEYRTQLYEYLQNRMMAIAPNVTVMVGELVGARLIA.... Result: 0 (no interaction). The miRNA is mmu-miR-1933-3p with sequence CCAGGACCAUCAGUGUGACUAU. (3) The miRNA is hsa-miR-128-3p with sequence UCACAGUGAACCGGUCUCUUU. The protein sequence of the target gene is MRLLPRLLLLLLLVFPATVLFRGGPRGLLAVAQDLTEDEETVEDSIIEDEDDEAEVEEDEPTDLVEDKEEEDVSGEPEASPSADTTILFVKGEDFPANNIVKFLVGFTNKGTEDFIVESLDASFRYPQDYQFYIQNFTALPLNTVVPPQRQATFEYSFIPAEPMGGRPFGLVINLNYKDLNGNVFQDAVFNQTVTVIEREDGLDGETIFMYMFLAGLGLLVIVGLHQLLESRKRKRPIQKVEMGTSSQNDVDMSWIPQETLNQINKASPRRLPRKRAQKRSVGSDE. Result: 1 (interaction). (4) The miRNA is hsa-miR-5705 with sequence UGUUUCGGGGCUCAUGGCCUGUG. The protein sequence of the target gene is MVKYFLGQSVLRSSWDQVFAAFWQRYPNPYSKHVLTEDIVHREVTPDQKLLSRRLLTKTNRMPRWAERLFPANVAHSVYVLEDSIVDPQNQTMTTFTWNINHARLMVVEERCVYCVNSDNSGWTEIRREAWVSSSLFGVSRAVQEFGLARFKSNVTKTMKGFEYILAKLQGEAPSKTLVETAKEAKEKAKETALAATEKAKDLASKAATKKQQQQQQFV. Result: 0 (no interaction). (5) The miRNA is hsa-miR-4774-5p with sequence UCUGGUAUGUAGUAGGUAAUAA. The protein sequence of the target gene is MMSYLKQPPYGMNGLGLAGPAMDLLHPSVGYPATPRKQRRERTTFTRSQLDVLEALFAKTRYPDIFMREEVALKINLPESRVQVWFKNRRAKCRQQQQSGSGTKSRPAKKKSSPVRESSGSESSGQFTPPAVSSSASSSSSASSSSANPAAAAAAGLGGNPVAAASSLSTPAASSIWSPASISPGSAPASVSVPEPLAAPSNTSCMQRSVAAGAATAAASYPMSYGQGGSYGQGYPTPSSSYFGGVDCSSYLAPMHSHHHPHQLSPMAPSSMAGHHHHHPHAHHPLSQSSGHHHHHHHHH.... Result: 0 (no interaction).